From a dataset of Forward reaction prediction with 1.9M reactions from USPTO patents (1976-2016). Predict the product of the given reaction. (1) Given the reactants [F:1][C:2]1[C:3]([O:27]C)=[C:4]([C:8]2[N:17]([CH2:18][CH2:19][C:20]3[CH:25]=[CH:24][CH:23]=[CH:22][CH:21]=3)[C:16](=[O:26])[C:15]3[CH2:14][CH2:13][CH2:12][CH2:11][C:10]=3[N:9]=2)[CH:5]=[CH:6][CH:7]=1.B(Br)(Br)Br, predict the reaction product. The product is: [F:1][C:2]1[C:3]([OH:27])=[C:4]([C:8]2[N:17]([CH2:18][CH2:19][C:20]3[CH:25]=[CH:24][CH:23]=[CH:22][CH:21]=3)[C:16](=[O:26])[C:15]3[CH2:14][CH2:13][CH2:12][CH2:11][C:10]=3[N:9]=2)[CH:5]=[CH:6][CH:7]=1. (2) Given the reactants Cl[C:2]1[CH:7]=[CH:6][C:5]([N+:8]([O-:10])=[O:9])=[CH:4][N:3]=1.[CH3:11][O:12][CH2:13][CH2:14][OH:15].[H-].[Na+].C(O)(=O)C, predict the reaction product. The product is: [CH3:11][O:12][CH2:13][CH2:14][O:15][C:2]1[CH:7]=[CH:6][C:5]([N+:8]([O-:10])=[O:9])=[CH:4][N:3]=1.